This data is from Catalyst prediction with 721,799 reactions and 888 catalyst types from USPTO. The task is: Predict which catalyst facilitates the given reaction. (1) Reactant: [CH3:1][O:2][C:3]1[CH:4]=[C:5]([NH:9][C:10]([NH2:12])=[S:11])[CH:6]=[CH:7][CH:8]=1.Br[CH2:14][C:15]([C:17]1[CH:22]=[CH:21][C:20]([C@H:23]2[CH2:28][CH2:27][C@H:26]([CH2:29][C:30]([O:32]CC)=[O:31])[CH2:25][CH2:24]2)=[CH:19][CH:18]=1)=O.O.[OH-].[Li+]. Product: [CH3:1][O:2][C:3]1[CH:4]=[C:5]([NH:9][C:10]2[S:11][CH:14]=[C:15]([C:17]3[CH:22]=[CH:21][C:20]([C@H:23]4[CH2:28][CH2:27][C@H:26]([CH2:29][C:30]([OH:32])=[O:31])[CH2:25][CH2:24]4)=[CH:19][CH:18]=3)[N:12]=2)[CH:6]=[CH:7][CH:8]=1. The catalyst class is: 8. (2) Reactant: [Br:1]N1C(=O)CCC1=O.C([O:12][C:13]1[CH:22]=[C:21]2[C:16]([C:17](=[O:34])[C:18]([CH3:33])=[C:19]([CH:23]3[CH2:28][CH2:27][N:26]([C:29](=[O:32])[CH2:30][CH3:31])[CH2:25][CH2:24]3)[O:20]2)=[CH:15][CH:14]=1)C=C.O. Product: [Br:1][C:22]1[C:13]([OH:12])=[CH:14][CH:15]=[C:16]2[C:21]=1[O:20][C:19]([CH:23]1[CH2:28][CH2:27][N:26]([C:29](=[O:32])[CH2:30][CH3:31])[CH2:25][CH2:24]1)=[C:18]([CH3:33])[C:17]2=[O:34]. The catalyst class is: 9. (3) Reactant: [NH2:1][C:2]1[C:6]([C:7]([O:9][C:10]([CH3:13])([CH3:12])[CH3:11])=[O:8])=[CH:5][NH:4][N:3]=1.C[O:15][CH:16](OC)[CH:17]([CH3:22])[C:18](OC)=O.C(=O)([O-])[O-].[Cs+].[Cs+].C(O)(=O)C. Product: [OH:15][C:16]1[C:17]([CH3:22])=[CH:18][N:3]2[N:4]=[CH:5][C:6]([C:7]([O:9][C:10]([CH3:13])([CH3:12])[CH3:11])=[O:8])=[C:2]2[N:1]=1. The catalyst class is: 35. (4) Reactant: [Cl:1][C:2]1[CH:7]=[C:6]([Cl:8])[CH:5]=[CH:4][C:3]=1[CH2:9][N:10]1[C:15](=[O:16])[C:14]([C:17]([NH:19][CH2:20][C:21]([O:23]CC)=[O:22])=[O:18])=[C:13]([OH:26])[C:12]([C:27](OC)=[O:28])=[C:11]1[OH:31].[CH:32]1([CH2:38][NH2:39])[CH2:37][CH2:36][CH2:35][CH2:34][CH2:33]1. Product: [CH:32]1([CH2:38][NH:39][C:27]([C:12]2[C:13]([OH:26])=[C:14]([C:17]([NH:19][CH2:20][C:21]([OH:23])=[O:22])=[O:18])[C:15](=[O:16])[N:10]([CH2:9][C:3]3[CH:4]=[CH:5][C:6]([Cl:8])=[CH:7][C:2]=3[Cl:1])[C:11]=2[OH:31])=[O:28])[CH2:37][CH2:36][CH2:35][CH2:34][CH2:33]1. The catalyst class is: 22. (5) Reactant: CC(C[AlH]CC(C)C)C.[Cl:10][C:11]1[N:16]=[C:15]([CH:17]2[CH2:19][CH2:18]2)[C:14]([I:20])=[C:13]([C:21](OC)=[O:22])[CH:12]=1. Product: [Cl:10][C:11]1[N:16]=[C:15]([CH:17]2[CH2:18][CH2:19]2)[C:14]([I:20])=[C:13]([CH:12]=1)[CH:21]=[O:22]. The catalyst class is: 4. (6) Reactant: CN1CCOCC1.[NH:8]([C:25]([O:27][C:28]([CH3:31])([CH3:30])[CH3:29])=[O:26])[C@H:9]([C:22](O)=[O:23])[CH2:10][C:11]1[CH:16]=[CH:15][C:14]([O:17][C:18]([CH3:21])([CH3:20])[CH3:19])=[CH:13][CH:12]=1.F[P-](F)(F)(F)(F)F.N1(O[P+](N(C)C)(N(C)C)N(C)C)C2C=CC=CC=2N=N1.[NH2:59][C@H:60]([C:68]([O:70][CH3:71])=[O:69])[CH2:61][CH2:62][CH2:63][NH:64][C:65](=[NH:67])[NH2:66]. Product: [NH:8]([C:25]([O:27][C:28]([CH3:31])([CH3:30])[CH3:29])=[O:26])[C@H:9]([C:22]([NH:59][C@H:60]([C:68]([O:70][CH3:71])=[O:69])[CH2:61][CH2:62][CH2:63][NH:64][C:65](=[NH:66])[NH2:67])=[O:23])[CH2:10][C:11]1[CH:12]=[CH:13][C:14]([O:17][C:18]([CH3:21])([CH3:19])[CH3:20])=[CH:15][CH:16]=1. The catalyst class is: 3. (7) Reactant: [F:1][C:2]([F:51])([F:50])[C:3]1[CH:4]=[C:5]([CH:13]2[C:17]3([CH2:19][CH2:18]3)[N:16]([CH2:20][C:21]3[C:26]([C:27]4[CH:28]=[C:29]([C:35]5[CH:40]=[CH:39][C:38]([C:41]([O:43]C)=[O:42])=[CH:37][C:36]=5[CH3:45])[CH:30]=[CH:31][C:32]=4[O:33][CH3:34])=[CH:25][N:24]=[C:23]([N:46]([CH3:48])[CH3:47])[N:22]=3)[C:15](=[O:49])[O:14]2)[CH:6]=[C:7]([C:9]([F:12])([F:11])[F:10])[CH:8]=1.[OH-].[Li+].C(O)(C(F)(F)F)=O. Product: [F:51][C:2]([F:1])([F:50])[C:3]1[CH:4]=[C:5]([CH:13]2[C:17]3([CH2:18][CH2:19]3)[N:16]([CH2:20][C:21]3[C:26]([C:27]4[CH:28]=[C:29]([C:35]5[CH:40]=[CH:39][C:38]([C:41]([OH:43])=[O:42])=[CH:37][C:36]=5[CH3:45])[CH:30]=[CH:31][C:32]=4[O:33][CH3:34])=[CH:25][N:24]=[C:23]([N:46]([CH3:47])[CH3:48])[N:22]=3)[C:15](=[O:49])[O:14]2)[CH:6]=[C:7]([C:9]([F:10])([F:11])[F:12])[CH:8]=1. The catalyst class is: 872.